Dataset: Catalyst prediction with 721,799 reactions and 888 catalyst types from USPTO. Task: Predict which catalyst facilitates the given reaction. (1) Reactant: [C:1]([O:5][C:6]([NH:8][CH2:9][CH2:10][N:11]1[CH2:16][CH2:15][CH:14]([NH:17][CH2:18][C:19]([OH:21])=[O:20])[CH2:13][CH2:12]1)=[O:7])([CH3:4])([CH3:3])[CH3:2].[C:22](O[C:22]([O:24][C:25]([CH3:28])([CH3:27])[CH3:26])=[O:23])([O:24][C:25]([CH3:28])([CH3:27])[CH3:26])=[O:23].C(=O)(O)[O-].[Na+]. Product: [C:25]([O:24][C:22]([N:17]([CH2:18][C:19]([OH:21])=[O:20])[CH:14]1[CH2:13][CH2:12][N:11]([CH2:10][CH2:9][NH:8][C:6]([O:5][C:1]([CH3:4])([CH3:2])[CH3:3])=[O:7])[CH2:16][CH2:15]1)=[O:23])([CH3:28])([CH3:27])[CH3:26]. The catalyst class is: 20. (2) Reactant: [Si:1]([O:8][C@@H:9]1[C@H:14]([O:15][Si:16]([C:19]([CH3:22])([CH3:21])[CH3:20])([CH3:18])[CH3:17])[C@@H:13]([CH3:23])[CH2:12][C@H:11]([C:24]2[CH:29]=[CH:28][N:27]=[CH:26][C:25]=2[NH2:30])[CH2:10]1)([C:4]([CH3:7])([CH3:6])[CH3:5])([CH3:3])[CH3:2].[Br:31][C:32]1[N:37]=[C:36]([C:38](O)=[O:39])[CH:35]=[CH:34][C:33]=1[F:41]. Product: [Si:1]([O:8][C@@H:9]1[C@H:14]([O:15][Si:16]([C:19]([CH3:21])([CH3:22])[CH3:20])([CH3:18])[CH3:17])[C@@H:13]([CH3:23])[CH2:12][C@H:11]([C:24]2[CH:29]=[CH:28][N:27]=[CH:26][C:25]=2[NH:30][C:38](=[O:39])[C:36]2[CH:35]=[CH:34][C:33]([F:41])=[C:32]([Br:31])[N:37]=2)[CH2:10]1)([C:4]([CH3:5])([CH3:6])[CH3:7])([CH3:3])[CH3:2]. The catalyst class is: 25.